From a dataset of Catalyst prediction with 721,799 reactions and 888 catalyst types from USPTO. Predict which catalyst facilitates the given reaction. (1) Reactant: [C:1]([O:4][C:5]1[C:6]([CH3:19])=[C:7]2[C:12](=[C:13](N)[C:14]=1[CH3:15])[O:11][C:10]([CH3:18])([CH3:17])[CH2:9][CH2:8]2)(=[O:3])[CH3:2].N([O-])=O.[Na+].[H+].[B-](F)(F)(F)[F:26]. Product: [C:1]([O:4][C:5]1[C:6]([CH3:19])=[C:7]2[C:12](=[C:13]([F:26])[C:14]=1[CH3:15])[O:11][C:10]([CH3:18])([CH3:17])[CH2:9][CH2:8]2)(=[O:3])[CH3:2]. The catalyst class is: 223. (2) Reactant: [F:1][C:2]1[CH:12]=[CH:11][C:5]([CH:6]=[CH:7][C:8](O)=[O:9])=[CH:4][CH:3]=1.ClC(OCC)=O.[BH4-].[Na+].Cl. Product: [F:1][C:2]1[CH:3]=[CH:4][C:5](/[CH:6]=[CH:7]/[CH2:8][OH:9])=[CH:11][CH:12]=1. The catalyst class is: 571.